From a dataset of Reaction yield outcomes from USPTO patents with 853,638 reactions. Predict the reaction yield, written as a fraction of the theoretical maximum amount of product (1.0 means a 100% yield; for example, 0.34 means a 34% yield). The product is [Cl:8][C:9]1[C:13]([CH3:14])=[C:12]([C:15]2[C:16]([CH3:25])=[CH:17][C:18]([CH3:24])=[C:19]([CH:23]=2)[C:20]([O:22][CH3:1])=[O:21])[NH:11][N:10]=1. The catalyst is C(Cl)Cl. The reactants are [C:1](O)(C(F)(F)F)=O.[Cl:8][C:9]1[C:13]([CH3:14])=[C:12]([C:15]2[C:16]([CH3:25])=[CH:17][C:18]([CH3:24])=[C:19]([CH:23]=2)[C:20]([O-:22])=[O:21])[N:11](COCC[Si](C)(C)C)[N:10]=1. The yield is 0.830.